This data is from Full USPTO retrosynthesis dataset with 1.9M reactions from patents (1976-2016). The task is: Predict the reactants needed to synthesize the given product. (1) Given the product [N+:11](=[CH:12][C:13]([O:17][CH2:18]/[CH:19]=[CH:20]/[C:21]1[CH:26]=[CH:25][C:24]([NH:27][C:28]([O:29][CH2:30][C:31]2[CH:32]=[CH:33][CH:34]=[CH:35][CH:36]=2)=[O:37])=[CH:23][CH:22]=1)=[O:14])=[N-:10], predict the reactants needed to synthesize it. The reactants are: C1(C)C=CC(S([NH:10][N:11]=[CH:12][C:13](Cl)=[O:14])(=O)=O)=CC=1.[OH:17][CH2:18]/[CH:19]=[CH:20]/[C:21]1[CH:26]=[CH:25][C:24]([NH:27][C:28](=[O:37])[O:29][CH2:30][C:31]2[CH:36]=[CH:35][CH:34]=[CH:33][CH:32]=2)=[CH:23][CH:22]=1.CN(C)C1C=CC=CC=1.C(N(CC)CC)C. (2) Given the product [NH2:1][C:2]1[C:3]([C:20]2[O:21][C:24]([NH2:26])=[N:23][N:22]=2)=[N:4][C:5]([C:8]2[CH:13]=[CH:12][C:11]([S:14]([CH:17]([CH3:19])[CH3:18])(=[O:16])=[O:15])=[CH:10][CH:9]=2)=[CH:6][N:7]=1, predict the reactants needed to synthesize it. The reactants are: [NH2:1][C:2]1[C:3]([C:20]([NH:22][NH:23][C:24]([NH2:26])=S)=[O:21])=[N:4][C:5]([C:8]2[CH:13]=[CH:12][C:11]([S:14]([CH:17]([CH3:19])[CH3:18])(=[O:16])=[O:15])=[CH:10][CH:9]=2)=[CH:6][N:7]=1. (3) The reactants are: [CH3:1][C:2]1[CH:7]=[CH:6][C:5]([C:8]2[O:12][N:11]=[CH:10][C:9]=2[C:13]([OH:15])=O)=[CH:4][CH:3]=1.[CH2:16]([NH:18][CH2:19][CH3:20])[CH3:17]. Given the product [CH2:16]([N:18]([CH2:19][CH3:20])[C:13]([C:9]1[CH:10]=[N:11][O:12][C:8]=1[C:5]1[CH:4]=[CH:3][C:2]([CH3:1])=[CH:7][CH:6]=1)=[O:15])[CH3:17], predict the reactants needed to synthesize it. (4) Given the product [CH:17]1([N:5]2[C:4]3[N:3]=[C:2]([NH:25][CH:22]4[CH2:24][CH2:23]4)[N:11]=[CH:10][C:9]=3[N:8]3[CH:12]=[N:13][N:14]=[C:7]3[C@H:6]2[CH2:15][CH3:16])[CH2:21][CH2:20][CH2:19][CH2:18]1, predict the reactants needed to synthesize it. The reactants are: Cl[C:2]1[N:11]=[CH:10][C:9]2[N:8]3[CH:12]=[N:13][N:14]=[C:7]3[C@@H:6]([CH2:15][CH3:16])[N:5]([CH:17]3[CH2:21][CH2:20][CH2:19][CH2:18]3)[C:4]=2[N:3]=1.[CH:22]1([NH2:25])[CH2:24][CH2:23]1.CCN(C(C)C)C(C)C. (5) Given the product [IH:7].[CH2:5]([O:4][C:2]([NH:15][NH:14][C:10]1[N:9]([CH3:8])[CH2:13][CH2:12][N:11]=1)=[O:3])[CH3:6], predict the reactants needed to synthesize it. The reactants are: Cl[C:2]([O:4][CH2:5][CH3:6])=[O:3].[IH:7].[CH3:8][N:9]1[CH2:13][CH2:12][N:11]=[C:10]1[NH:14][NH2:15]. (6) Given the product [C:1]([Si:5]([C:34]1[CH:35]=[CH:36][CH:37]=[CH:38][CH:39]=1)([C:28]1[CH:29]=[CH:30][CH:31]=[CH:32][CH:33]=1)[O:6][CH2:7][CH2:8][CH2:9][CH2:10][CH2:11][CH2:12][CH2:13][CH2:14][CH2:15][CH2:16][CH2:17][CH:18]([S:19]([C:22]1[CH:27]=[CH:26][CH:25]=[CH:24][CH:23]=1)(=[O:21])=[O:20])[CH2:44][CH2:43][CH2:42][CH2:41]/[CH:41]=[CH:42]\[CH2:43]/[CH:44]=[CH:7]\[CH2:8]/[CH:9]=[CH:10]\[CH2:11]/[CH:12]=[CH:13]\[CH2:14][CH2:15][CH2:16][CH2:17][CH3:18])([CH3:4])([CH3:2])[CH3:3], predict the reactants needed to synthesize it. The reactants are: [C:1]([Si:5]([C:34]1[CH:39]=[CH:38][CH:37]=[CH:36][CH:35]=1)([C:28]1[CH:33]=[CH:32][CH:31]=[CH:30][CH:29]=1)[O:6][CH2:7][CH2:8][CH2:9][CH2:10][CH2:11][CH2:12][CH2:13][CH2:14][CH2:15][CH2:16][CH2:17][CH2:18][S:19]([C:22]1[CH:27]=[CH:26][CH:25]=[CH:24][CH:23]=1)(=[O:21])=[O:20])([CH3:4])([CH3:3])[CH3:2].[Li][CH2:41][CH2:42][CH2:43][CH3:44]. (7) Given the product [CH3:53][O:52][C:49]1[CH:48]=[CH:47][C:46]([CH2:45][N:35]([CH2:36][C:37]2[CH:38]=[CH:39][C:40]([O:43][CH3:44])=[CH:41][CH:42]=2)[C:30]2[N:31]=[C:32]([CH3:34])[N:33]=[C:28]([C:18]3[CH:17]=[C:16]([CH:14]([N:11]4[CH2:12][CH2:13][N:8]([C:6]([O:5][C:1]([CH3:4])([CH3:3])[CH3:2])=[O:7])[CH2:9][C@H:10]4[CH3:26])[CH3:15])[CH:21]=[N:20][C:19]=3[F:22])[N:29]=2)=[CH:51][CH:50]=1, predict the reactants needed to synthesize it. The reactants are: [C:1]([O:5][C:6]([N:8]1[CH2:13][CH2:12][N:11]([CH:14]([C:16]2[CH:17]=[C:18](B(O)O)[C:19]([F:22])=[N:20][CH:21]=2)[CH3:15])[C@H:10]([CH3:26])[CH2:9]1)=[O:7])([CH3:4])([CH3:3])[CH3:2].Cl[C:28]1[N:33]=[C:32]([CH3:34])[N:31]=[C:30]([N:35]([CH2:45][C:46]2[CH:51]=[CH:50][C:49]([O:52][CH3:53])=[CH:48][CH:47]=2)[CH2:36][C:37]2[CH:42]=[CH:41][C:40]([O:43][CH3:44])=[CH:39][CH:38]=2)[N:29]=1.O1CCOCC1.C([O-])(=O)C.[K+].O.CC(N)CC1C=CC=CC=1.OP(O)(O)=O.